Dataset: Reaction yield outcomes from USPTO patents with 853,638 reactions. Task: Predict the reaction yield, written as a fraction of the theoretical maximum amount of product (1.0 means a 100% yield; for example, 0.34 means a 34% yield). (1) The reactants are [C:1]([N:4]([C:8]1[C:13]([N+:14]([O-])=O)=[CH:12][C:11]([Br:17])=[CH:10][C:9]=1[O:18][CH2:19][C:20]1[CH:25]=[CH:24][CH:23]=[CH:22][CH:21]=1)C(=O)C)(=[O:3])[CH3:2].C.O.NN. The catalyst is CO.[Fe](Cl)(Cl)Cl. The product is [NH2:14][C:13]1[CH:12]=[C:11]([Br:17])[CH:10]=[C:9]([O:18][CH2:19][C:20]2[CH:25]=[CH:24][CH:23]=[CH:22][CH:21]=2)[C:8]=1[NH:4][C:1](=[O:3])[CH3:2]. The yield is 0.650. (2) The reactants are [Cl:1][C:2]1[CH:7]=[CH:6][C:5]([C:8]2[N:9]([CH2:22][C@H:23]([OH:28])[C:24]([F:27])([F:26])[F:25])[C:10](=[O:21])[N:11]([CH2:13][C:14]3[N:18]=[C:17]([CH2:19][OH:20])[NH:16][N:15]=3)[N:12]=2)=[CH:4][CH:3]=1.[CH3:29][C:30]1[CH:35]=[CH:34][CH:33]=[CH:32][C:31]=1B(O)O.B(O)O. The catalyst is N1C=CC=CC=1.CC(OC)(C)C.C([O-])(=O)C.[Cu+2].C([O-])(=O)C. The product is [Cl:1][C:2]1[CH:3]=[CH:4][C:5]([C:8]2[N:9]([CH2:22][C@H:23]([OH:28])[C:24]([F:25])([F:27])[F:26])[C:10](=[O:21])[N:11]([CH2:13][C:14]3[N:18]=[C:17]([CH2:19][OH:20])[N:16]([C:31]4[CH:32]=[CH:33][CH:34]=[CH:35][C:30]=4[CH3:29])[N:15]=3)[N:12]=2)=[CH:6][CH:7]=1. The yield is 0.119. (3) The reactants are [Br:1][C:2]1[C:7]([CH3:8])=[CH:6][CH:5]=[C:4]([N+]([O-])=O)[C:3]=1[CH:12]=[CH:13][N:14](C)C. The catalyst is CC(O)=O.O.O.[Zn]. The product is [Br:1][C:2]1[C:7]([CH3:8])=[CH:6][CH:5]=[C:4]2[C:3]=1[CH:12]=[CH:13][NH:14]2. The yield is 0.200. (4) The reactants are [F:1][C:2]1[CH:16]=[CH:15][C:14]([F:17])=[CH:13][C:3]=1[O:4][C:5]1[CH:10]=[CH:9][N:8]=[C:7]([NH2:11])[C:6]=1[I:12].[N+:18]([O-])([OH:20])=[O:19].C([O-])(O)=O.[Na+]. The catalyst is S(=O)(=O)(O)O. The product is [F:1][C:2]1[CH:16]=[C:15]([N+:18]([O-:20])=[O:19])[C:14]([F:17])=[CH:13][C:3]=1[O:4][C:5]1[CH:10]=[CH:9][N:8]=[C:7]([NH2:11])[C:6]=1[I:12]. The yield is 0.790. (5) The reactants are C(OC(=O)[NH:7][C:8]1[C:17]2[C:12](=[CH:13][CH:14]=[C:15]([O:18][CH2:19][CH3:20])[CH:16]=2)[CH:11]=[CH:10][CH:9]=1)(C)(C)C.Cl.C(OC(C)C)(C)C. The catalyst is O1CCOCC1. The product is [CH2:19]([O:18][C:15]1[CH:16]=[C:17]2[C:12]([CH:11]=[CH:10][CH:9]=[C:8]2[NH2:7])=[CH:13][CH:14]=1)[CH3:20]. The yield is 0.863.